Dataset: Full USPTO retrosynthesis dataset with 1.9M reactions from patents (1976-2016). Task: Predict the reactants needed to synthesize the given product. (1) Given the product [CH3:44][O:43][C:41](=[O:42])[CH2:40][CH2:39][C@@H:28]1[CH2:27][C@H:26]([O:25][C:2]2[C:3]3[C:10]([C:11]4[CH:16]=[CH:15][C:14]([O:17][CH3:18])=[CH:13][CH:12]=4)=[C:9]([C:19]4[CH:24]=[CH:23][CH:22]=[CH:21][CH:20]=4)[O:8][C:4]=3[N:5]=[CH:6][N:7]=2)[CH2:31][CH2:30][N:29]1[C:32]([O:34][C:35]([CH3:37])([CH3:36])[CH3:38])=[O:33], predict the reactants needed to synthesize it. The reactants are: Cl[C:2]1[C:3]2[C:10]([C:11]3[CH:16]=[CH:15][C:14]([O:17][CH3:18])=[CH:13][CH:12]=3)=[C:9]([C:19]3[CH:24]=[CH:23][CH:22]=[CH:21][CH:20]=3)[O:8][C:4]=2[N:5]=[CH:6][N:7]=1.[OH:25][C@@H:26]1[CH2:31][CH2:30][N:29]([C:32]([O:34][C:35]([CH3:38])([CH3:37])[CH3:36])=[O:33])[C@H:28]([CH2:39][CH2:40][C:41]([O:43][CH3:44])=[O:42])[CH2:27]1.O. (2) Given the product [CH3:16][C:6]1[N:7]([CH2:11][C:12]([O:14][CH3:15])=[O:13])[C:8]2[C:4]([C:5]=1[CH2:17][C:18]1[CH:23]=[CH:22][C:21](=[O:24])[NH:20][CH:19]=1)=[CH:3][CH:2]=[CH:10][CH:9]=2, predict the reactants needed to synthesize it. The reactants are: F[C:2]1[CH:3]=[C:4]2[C:8](=[CH:9][CH:10]=1)[N:7]([CH2:11][C:12]([O:14][CH3:15])=[O:13])[C:6]([CH3:16])=[C:5]2[CH2:17][C:18]1[CH:19]=[N:20][C:21]([O:24]C)=[CH:22][CH:23]=1.CC1N(CC(OC)=O)C2C(C=1)=CC=CC=2.O=C1NC=C(C=O)C=C1.C([SiH](CC)CC)C.FC(F)(F)C(O)=O. (3) Given the product [C:27]([NH:1][C:2]1[CH:3]=[CH:4][C:5]([CH:8]([CH2:12][CH:13]2[CH2:17][CH2:16][CH2:15][CH2:14]2)[C:9]([OH:11])=[O:10])=[CH:6][CH:7]=1)(=[O:34])[C:28]1[CH:33]=[CH:32][CH:31]=[CH:30][CH:29]=1, predict the reactants needed to synthesize it. The reactants are: [NH2:1][C:2]1[CH:7]=[CH:6][C:5]([CH:8]([CH2:12][CH:13]2[CH2:17][CH2:16][CH2:15][CH2:14]2)[C:9]([OH:11])=[O:10])=[CH:4][CH:3]=1.C(N(CC)C(C)C)(C)C.[C:27](Cl)(=[O:34])[C:28]1[CH:33]=[CH:32][CH:31]=[CH:30][CH:29]=1.